From a dataset of Peptide-MHC class I binding affinity with 185,985 pairs from IEDB/IMGT. Regression. Given a peptide amino acid sequence and an MHC pseudo amino acid sequence, predict their binding affinity value. This is MHC class I binding data. (1) The peptide sequence is YLKKGRLSL. The MHC is HLA-B46:01 with pseudo-sequence HLA-B46:01. The binding affinity (normalized) is 0.212. (2) The peptide sequence is ELANEVKVLL. The MHC is HLA-A68:02 with pseudo-sequence HLA-A68:02. The binding affinity (normalized) is 0.920. (3) The peptide sequence is KGLHHLQL. The MHC is H-2-Db with pseudo-sequence H-2-Db. The binding affinity (normalized) is 0.